This data is from Reaction yield outcomes from USPTO patents with 853,638 reactions. The task is: Predict the reaction yield, written as a fraction of the theoretical maximum amount of product (1.0 means a 100% yield; for example, 0.34 means a 34% yield). (1) The reactants are [CH3:1][O:2][C:3]([C@@H:5]([NH:13][C:14]([C@@H:16]([NH2:21])[CH2:17][C:18]([OH:20])=[O:19])=[O:15])[CH2:6][C:7]1[CH:12]=[CH:11][CH:10]=[CH:9][CH:8]=1)=[O:4].Cl.[CH3:23][C:24]([CH3:29])([CH3:28])[CH2:25][CH:26]=O.C(=O)([O-])O.[Na+]. The catalyst is CO.[Pd]. The product is [CH3:23][C:24]([CH2:25][CH2:26][NH:21][C@H:16]([C:14]([NH:13][C@H:5]([C:3]([O:2][CH3:1])=[O:4])[CH2:6][C:7]1[CH:12]=[CH:11][CH:10]=[CH:9][CH:8]=1)=[O:15])[CH2:17][C:18]([OH:20])=[O:19])([CH3:29])[CH3:28]. The yield is 0.900. (2) The catalyst is CO.[C].[Pd].C(N(CC)CC)C.O.O1CCCC1. The reactants are [Cl:1][C:2]1[CH:3]=[C:4](/[C:10](/[C:18]2[NH:22][C:21]([C:23]3[CH:28]=[CH:27][CH:26]=[CH:25][N:24]=3)=[N:20][C:19]=2I)=[CH:11]\[CH:12]2[CH2:17][CH2:16][O:15][CH2:14][CH2:13]2)[CH:5]=[CH:6][C:7]=1SC.O[O:31][S:32]([O-:34])=O.[K+].[C:36](=O)([O-])O.[Na+].C1(SC2C=CC=CC=2)C=CC=CC=1. The yield is 0.170. The product is [Cl:1][C:2]1[CH:3]=[C:4]([CH:10]([C:18]2[NH:22][C:21]([C:23]3[CH:28]=[CH:27][CH:26]=[CH:25][N:24]=3)=[N:20][CH:19]=2)[CH2:11][CH:12]2[CH2:13][CH2:14][O:15][CH2:16][CH2:17]2)[CH:5]=[CH:6][C:7]=1[S:32]([CH3:36])(=[O:34])=[O:31]. (3) The reactants are [NH2:1][C:2]1[CH:3]=[C:4]([NH:8][C:9]2[CH:14]=[C:13]([CH3:15])[N:12]=[C:11]([NH2:16])[N:10]=2)[CH:5]=[CH:6][CH:7]=1.N1C=CC=CC=1.[N+:23]([C:26]1[CH:34]=[CH:33][C:29]([C:30](Cl)=[O:31])=[CH:28][CH:27]=1)([O-:25])=[O:24].N. The catalyst is O1CCOCC1.O. The product is [NH2:16][C:11]1[N:10]=[C:9]([NH:8][C:4]2[CH:3]=[C:2]([NH:1][C:30](=[O:31])[C:29]3[CH:28]=[CH:27][C:26]([N+:23]([O-:25])=[O:24])=[CH:34][CH:33]=3)[CH:7]=[CH:6][CH:5]=2)[CH:14]=[C:13]([CH3:15])[N:12]=1. The yield is 0.940. (4) The reactants are Br[C:2]1(Br)[CH2:16][CH2:15][C:5]2[N:6]=[C:7]([NH:9][C:10]([NH:12][CH2:13][CH3:14])=[O:11])[S:8][C:4]=2[C:3]1=[O:17].C1CCN2C(=NCCC2)CC1. The catalyst is C1COCC1. The product is [OH:17][C:3]1[C:4]2[S:8][C:7]([NH:9][C:10]([NH:12][CH2:13][CH3:14])=[O:11])=[N:6][C:5]=2[CH:15]=[CH:16][CH:2]=1. The yield is 0.320. (5) No catalyst specified. The reactants are Cl[C:2]1[N:3]=[C:4]([OH:12])[C:5]2[CH:11]=[CH:10][N:9]=[CH:8][C:6]=2[N:7]=1.[CH3:13][N:14]([C:22]1[CH:27]=[CH:26][CH:25]=[CH:24][CH:23]=1)[C:15]1[CH:16]=[C:17]([OH:21])[CH:18]=[CH:19][CH:20]=1. The product is [CH3:13][N:14]([C:22]1[CH:27]=[CH:26][CH:25]=[CH:24][CH:23]=1)[C:15]1[CH:16]=[C:17]([CH:18]=[CH:19][CH:20]=1)[O:21][C:2]1[N:3]=[C:4]([OH:12])[C:5]2[CH:11]=[CH:10][N:9]=[CH:8][C:6]=2[N:7]=1. The yield is 0.260. (6) The reactants are [Br:1][C:2]1[C:7](=[O:8])[N:6]([C:9]2[CH:10]=[C:11]([CH:15]=[CH:16][C:17]=2[CH3:18])[C:12]([OH:14])=O)[CH:5]=[N:4][C:3]=1[O:19][CH2:20][C:21]1[CH:26]=[CH:25][C:24]([F:27])=[CH:23][C:22]=1[F:28].ClC(OCC(C)C)=O.CN1CCOCC1.Cl.[CH3:45][NH:46][C:47](=[O:50])[CH2:48][NH2:49]. The catalyst is CC(N(C)C)=O.CN(C1C=CN=CC=1)C.C(#N)C.O. The product is [Br:1][C:2]1[C:7](=[O:8])[N:6]([C:9]2[CH:10]=[C:11]([CH:15]=[CH:16][C:17]=2[CH3:18])[C:12]([NH:49][CH2:48][C:47]([NH:46][CH3:45])=[O:50])=[O:14])[CH:5]=[N:4][C:3]=1[O:19][CH2:20][C:21]1[CH:26]=[CH:25][C:24]([F:27])=[CH:23][C:22]=1[F:28]. The yield is 0.370. (7) The reactants are [C:1]([N:5]1[C:10](=[O:11])[C:9]([Cl:12])=[C:8]([O:13][CH2:14][C:15]2[CH:20]=[CH:19][C:18]([O:21][CH:22]([CH2:28][CH2:29]O[SiH](C)C)[CH2:23]C(C)(C)C)=[CH:17][CH:16]=2)[CH:7]=[N:6]1)([CH3:4])([CH3:3])[CH3:2].[F-].C([N+](CCCC)(CCCC)CCCC)CCC.[O:52]1CCCC1. No catalyst specified. The product is [C:1]([N:5]1[C:10](=[O:11])[C:9]([Cl:12])=[C:8]([O:13][CH2:14][C:15]2[CH:16]=[CH:17][C:18]([O:21][CH:22]([CH2:28][CH3:29])[CH2:23][OH:52])=[CH:19][CH:20]=2)[CH:7]=[N:6]1)([CH3:4])([CH3:2])[CH3:3]. The yield is 0.800. (8) The reactants are [CH2:1]([O:3][C:4]([N:6]1[CH:14]2[CH:9]([C:10](O)([C:15]#[C:16][C:17]3[CH:22]=[CH:21][CH:20]=[CH:19][CH:18]=3)[CH2:11][CH2:12][CH2:13]2)[CH2:8][CH2:7]1)=[O:5])[CH3:2].C(N(CC)CC)C.P(Cl)(Cl)(Cl)=O.[OH-].[Na+]. No catalyst specified. The product is [CH2:1]([O:3][C:4]([N:6]1[CH:14]2[C:9](=[C:10]([C:15]#[C:16][C:17]3[CH:22]=[CH:21][CH:20]=[CH:19][CH:18]=3)[CH2:11][CH2:12][CH2:13]2)[CH2:8][CH2:7]1)=[O:5])[CH3:2]. The yield is 0.0100. (9) The reactants are [CH2:1]([O:9][C:10]1[CH:15]=[CH:14][N:13]=[C:12]([CH2:16][O:17]C(=O)C)[C:11]=1[CH3:21])[CH2:2][CH2:3][CH2:4][CH2:5][CH2:6][CH2:7][CH3:8].[OH-].[Na+]. No catalyst specified. The product is [CH2:1]([O:9][C:10]1[CH:15]=[CH:14][N:13]=[C:12]([CH2:16][OH:17])[C:11]=1[CH3:21])[CH2:2][CH2:3][CH2:4][CH2:5][CH2:6][CH2:7][CH3:8]. The yield is 0.823. (10) The reactants are [CH3:1][N:2]([CH2:19][C:20]#[CH:21])[C:3](=[O:18])[O:4][CH2:5][C@H:6]([NH:13][C:14](=[O:17])[CH2:15]Cl)[C:7]1[CH:12]=[CH:11][CH:10]=[CH:9][CH:8]=1.[N-:22]=[N+:23]=[N-:24].[Na+].[Cl-].[N-]=[N+]=[N-]. The catalyst is CC(C)=O. The product is [CH3:1][N:2]([CH2:19][C:20]#[CH:21])[C:3](=[O:18])[O:4][CH2:5][C@H:6]([NH:13][C:14](=[O:17])[CH2:15][N:22]=[N+:23]=[N-:24])[C:7]1[CH:12]=[CH:11][CH:10]=[CH:9][CH:8]=1. The yield is 0.840.